This data is from Catalyst prediction with 721,799 reactions and 888 catalyst types from USPTO. The task is: Predict which catalyst facilitates the given reaction. (1) Reactant: [CH3:1][C:2]1([CH3:14])[C:6]([CH3:8])([CH3:7])[O:5][B:4]([C:9]2[CH:10]=[N:11][NH:12][CH:13]=2)[O:3]1.C(=O)([O-])[O-].[Cs+].[Cs+].CS(O[CH:26]1[CH2:31][CH2:30][CH:29]([C:32]([O:34][C:35]([CH3:38])([CH3:37])[CH3:36])=[O:33])[CH2:28][CH2:27]1)(=O)=O.CN(C=O)C. Product: [CH3:1][C:2]1([CH3:14])[C:6]([CH3:7])([CH3:8])[O:5][B:4]([C:9]2[CH:13]=[N:12][N:11]([CH:26]3[CH2:31][CH2:30][CH:29]([C:32]([O:34][C:35]([CH3:38])([CH3:37])[CH3:36])=[O:33])[CH2:28][CH2:27]3)[CH:10]=2)[O:3]1. The catalyst class is: 27. (2) Reactant: [Li]C(CC)C.[CH2:6]1[CH2:11][CH2:10][CH2:9][CH2:8][CH2:7]1.[Si:12]([O:19][C@@H:20]1[CH2:24][N:23]([C:25]([O:27][C:28]([CH3:31])([CH3:30])[CH3:29])=[O:26])[C@H:22]([C:32]2C=CC=CC=2)[CH2:21]1)([C:15]([CH3:18])([CH3:17])[CH3:16])([CH3:14])[CH3:13].FC(F)(F)S(OC)(=O)=O. Product: [Si:12]([O:19][C@@H:20]1[CH2:24][N:23]([C:25]([O:27][C:28]([CH3:31])([CH3:30])[CH3:29])=[O:26])[C@:22]([CH3:32])([C:6]2[CH:11]=[CH:10][CH:9]=[CH:8][CH:7]=2)[CH2:21]1)([C:15]([CH3:18])([CH3:17])[CH3:16])([CH3:14])[CH3:13]. The catalyst class is: 1. (3) The catalyst class is: 30. Reactant: [C:1]([O:5][C:6]([N:8]1[CH2:13][CH2:12][N:11]2[C:14]([C:27]#[N:28])=[C:15]([C:20]3[CH:25]=[CH:24][CH:23]=[C:22]([F:26])[CH:21]=3)[C:16]([C:17](O)=[O:18])=[C:10]2[CH2:9]1)=[O:7])([CH3:4])([CH3:3])[CH3:2].C([N:31]1[CH:35]=[CH:34][N:33]=[CH:32]1)([N:31]1[CH:35]=[CH:34][N:33]=[CH:32]1)=O. Product: [C:27]([C:14]1[N:11]2[CH2:12][CH2:13][N:8]([C:6]([O:5][C:1]([CH3:3])([CH3:2])[CH3:4])=[O:7])[CH2:9][C:10]2=[C:16]([C:17]([N:31]2[CH:35]=[CH:34][N:33]=[CH:32]2)=[O:18])[C:15]=1[C:20]1[CH:25]=[CH:24][CH:23]=[C:22]([F:26])[CH:21]=1)#[N:28]. (4) Reactant: [CH2:1]([O:8][C:9]([NH:11][C@@H:12]([CH2:17][C:18]1[CH:23]=[CH:22][C:21]([OH:24])=[C:20]([CH:25]=[O:26])[CH:19]=1)[C:13]([O:15][CH3:16])=[O:14])=[O:10])[C:2]1[CH:7]=[CH:6][CH:5]=[CH:4][CH:3]=1.C(N(CC)CC)C.[P:34](Cl)([O:39][CH2:40][CH3:41])([O:36][CH2:37][CH3:38])=[O:35]. Product: [CH2:1]([O:8][C:9]([NH:11][C@@H:12]([CH2:17][C:18]1[CH:23]=[CH:22][C:21]([O:24][P:34]([O:39][CH2:40][CH3:41])([O:36][CH2:37][CH3:38])=[O:35])=[C:20]([CH:25]=[O:26])[CH:19]=1)[C:13]([O:15][CH3:16])=[O:14])=[O:10])[C:2]1[CH:7]=[CH:6][CH:5]=[CH:4][CH:3]=1. The catalyst class is: 4. (5) Product: [CH3:4][O:5][C:6]1[CH:7]=[C:8]([CH:22]([C:21]2[CH:24]=[CH:25][C:18]([O:17][CH3:16])=[C:19]([N+:26]([O-:28])=[O:27])[CH:20]=2)[OH:23])[CH:9]=[C:10]([O:12][CH3:13])[CH:11]=1. The catalyst class is: 1. Reactant: [Mg].II.[CH3:4][O:5][C:6]1[CH:7]=[C:8]([Mg]Br)[CH:9]=[C:10]([O:12][CH3:13])[CH:11]=1.[CH3:16][O:17][C:18]1[CH:25]=[CH:24][C:21]([CH:22]=[O:23])=[CH:20][C:19]=1[N+:26]([O-:28])=[O:27]. (6) Reactant: CC1C=CC(S(O[N:12]=[C:13]2[CH2:22][CH2:21][CH2:20][C:19]3[N:18]=[CH:17][CH:16]=[CH:15][C:14]2=3)(=O)=O)=CC=1.C([O-])(=[O:25])C.[K+]. Product: [N:18]1[C:19]2[CH2:20][CH2:21][CH2:22][C:13](=[O:25])[NH:12][C:14]=2[CH:15]=[CH:16][CH:17]=1. The catalyst class is: 88.